This data is from Catalyst prediction with 721,799 reactions and 888 catalyst types from USPTO. The task is: Predict which catalyst facilitates the given reaction. (1) Reactant: [C:1]([O:5][C:6]([NH:8][CH:9]1[CH:13]([C:14]2[CH:19]=[CH:18][C:17]([Cl:20])=[CH:16][C:15]=2[Cl:21])[CH2:12][N:11](C(OCC[Si](C)(C)C)=O)[CH2:10]1)=[O:7])([CH3:4])([CH3:3])[CH3:2]. Product: [Cl:21][C:15]1[CH:16]=[C:17]([Cl:20])[CH:18]=[CH:19][C:14]=1[CH:13]1[CH2:12][NH:11][CH2:10][CH:9]1[NH:8][C:6](=[O:7])[O:5][C:1]([CH3:3])([CH3:2])[CH3:4]. The catalyst class is: 3. (2) Reactant: C(O/[CH:4]=[N:5]/[C:6]1[C:14]2[C:9](=[N:10][C:11]([N:21]3[CH2:26][CH2:25][O:24][CH2:23][CH2:22]3)=[C:12]3[CH2:18][O:17][C:16]([CH3:20])([CH3:19])[CH2:15][C:13]3=2)[O:8][C:7]=1[C:27]([O:29]CC)=O)C.[NH3:32]. Product: [CH3:20][C:16]1([CH3:19])[O:17][CH2:18][C:12]2=[C:11]([N:21]3[CH2:26][CH2:25][O:24][CH2:23][CH2:22]3)[N:10]=[C:9]3[O:8][C:7]4[C:27](=[O:29])[NH:32][CH:4]=[N:5][C:6]=4[C:14]3=[C:13]2[CH2:15]1. The catalyst class is: 8. (3) Reactant: [NH2:1][C:2]1[CH:10]=[CH:9][C:5]([C:6]([OH:8])=[O:7])=[CH:4][CH:3]=1.[OH-].[Na+].[C:13](O[C:13]([O:15][C:16]([CH3:19])([CH3:18])[CH3:17])=[O:14])([O:15][C:16]([CH3:19])([CH3:18])[CH3:17])=[O:14]. Product: [C:13]([NH:1][C:2]1[CH:10]=[CH:9][C:5]([C:6]([OH:8])=[O:7])=[CH:4][CH:3]=1)([O:15][C:16]([CH3:19])([CH3:18])[CH3:17])=[O:14]. The catalyst class is: 12. (4) Reactant: [OH-].[Na+:2].[CH3:3][C:4]([C:7]1[CH:8]=[CH:9][C:10]([S:13]([NH:16][C:17]2[C:18]([O:33][C:34]3[CH:35]=[CH:36][CH:37]=[CH:38][C:39]=3[O:40][CH3:41])=[C:19]([O:29][CH2:30][CH2:31][OH:32])[N:20]=[C:21]([C:23]3[N:24]=[CH:25][CH:26]=[CH:27][N:28]=3)[N:22]=2)(=[O:15])=[O:14])=[CH:11][CH:12]=1)([CH3:6])[CH3:5].C(OCC)(=O)C. Product: [CH3:6][C:4]([C:7]1[CH:12]=[CH:11][C:10]([S:13]([N-:16][C:17]2[C:18]([O:33][C:34]3[CH:35]=[CH:36][CH:37]=[CH:38][C:39]=3[O:40][CH3:41])=[C:19]([O:29][CH2:30][CH2:31][OH:32])[N:20]=[C:21]([C:23]3[N:28]=[CH:27][CH:26]=[CH:25][N:24]=3)[N:22]=2)(=[O:14])=[O:15])=[CH:9][CH:8]=1)([CH3:3])[CH3:5].[Na+:2]. The catalyst class is: 138. (5) The catalyst class is: 80. Reactant: [Br:1][C:2]1[CH:3]=[CH:4][C:5](F)=[C:6]([CH:9]=1)[CH:7]=[O:8].[F:11][C:12]([F:21])([F:20])[C:13]1[CH:18]=[CH:17][C:16]([OH:19])=[CH:15][CH:14]=1.C([O-])([O-])=O.[K+].[K+]. Product: [Br:1][C:2]1[CH:3]=[CH:4][C:5]([O:19][C:16]2[CH:17]=[CH:18][C:13]([C:12]([F:11])([F:20])[F:21])=[CH:14][CH:15]=2)=[C:6]([CH:9]=1)[CH:7]=[O:8]. (6) Reactant: ClC1N=C(NCCC[NH:12][C:13]([C:15]2[CH:19]=[C:18]([C:20]3[CH:25]=[CH:24][CH:23]=[CH:22][CH:21]=3)[O:17][N:16]=2)=[O:14])C=CN=1.N1CCOCC1. Product: [C:20]1([C:18]2[O:17][N:16]=[C:15]([C:13]([NH2:12])=[O:14])[CH:19]=2)[CH:21]=[CH:22][CH:23]=[CH:24][CH:25]=1. The catalyst class is: 32.